Dataset: Catalyst prediction with 721,799 reactions and 888 catalyst types from USPTO. Task: Predict which catalyst facilitates the given reaction. (1) Reactant: CCN(C(C)C)C(C)C.[F:10][C:11]1[CH:16]=[CH:15][C:14]([C:17]2[O:21][N:20]=[C:19]([NH:22][C:23](=[O:28])[CH2:24][C:25]([OH:27])=O)[CH:18]=2)=[CH:13][CH:12]=1.CCN=C=NCCCN(C)C.C1C=CC2N(O)N=NC=2C=1.Cl.[Br:51][C:52]1[CH:57]=[CH:56][CH:55]=[CH:54][C:53]=1[C:58]([N:60]1[CH2:65][CH2:64][NH:63][CH2:62][CH2:61]1)=[O:59]. Product: [Br:51][C:52]1[CH:57]=[CH:56][CH:55]=[CH:54][C:53]=1[C:58]([N:60]1[CH2:61][CH2:62][N:63]([C:25](=[O:27])[CH2:24][C:23]([NH:22][C:19]2[CH:18]=[C:17]([C:14]3[CH:13]=[CH:12][C:11]([F:10])=[CH:16][CH:15]=3)[O:21][N:20]=2)=[O:28])[CH2:64][CH2:65]1)=[O:59]. The catalyst class is: 3. (2) Reactant: [C:1]([C:5]1[CH:10]=[C:9]([Cl:11])[CH:8]=[CH:7][C:6]=1[OH:12])([CH3:4])([CH3:3])[CH3:2].[C:13](O)(=[O:16])[CH:14]=[O:15].C1(C)C=CC(S(O)(=O)=O)=CC=1. Product: [C:1]([C:5]1[C:6]2[O:12][C:14](=[O:15])[CH:13]([OH:16])[C:7]=2[CH:8]=[C:9]([Cl:11])[CH:10]=1)([CH3:4])([CH3:2])[CH3:3]. The catalyst class is: 26. (3) Reactant: [F:1][C:2]1[CH:7]=[C:6]([F:8])[CH:5]=[CH:4][C:3]=1[C:9]([C:11]1[CH:16]=[CH:15][CH:14]=[C:13]([O:17][CH3:18])[CH:12]=1)=O.N1C=CC=CC=1.Cl.[NH2:26][OH:27].C(OCC)(=O)C. Product: [F:1][C:2]1[CH:7]=[C:6]([F:8])[CH:5]=[CH:4][C:3]=1[C:9]([C:11]1[CH:16]=[CH:15][CH:14]=[C:13]([O:17][CH3:18])[CH:12]=1)=[N:26][OH:27]. The catalyst class is: 194. (4) Reactant: [OH:1][C:2]1[CH:3]=[C:4]([CH2:8][CH2:9][CH2:10][NH:11][C:12]2[N:17]=[C:16]([CH3:18])[C:15]([C:19]([NH:21][C@@H:22]([CH2:26][NH:27][C:28]([C:30]3[S:31][CH:32]=[CH:33][CH:34]=3)=[O:29])[C:23]([OH:25])=[O:24])=[O:20])=[C:14]([CH3:35])[N:13]=2)[CH:5]=[CH:6][CH:7]=1.S(Cl)(Cl)=O.[CH3:40][CH2:41][CH:42](O)[CH2:43][CH3:44]. Product: [CH2:41]([CH:42]([O:24][C:23](=[O:25])[C@@H:22]([NH:21][C:19]([C:15]1[C:16]([CH3:18])=[N:17][C:12]([NH:11][CH2:10][CH2:9][CH2:8][C:4]2[CH:5]=[CH:6][CH:7]=[C:2]([OH:1])[CH:3]=2)=[N:13][C:14]=1[CH3:35])=[O:20])[CH2:26][NH:27][C:28]([C:30]1[S:31][CH:32]=[CH:33][CH:34]=1)=[O:29])[CH2:43][CH3:44])[CH3:40]. The catalyst class is: 225.